Dataset: Experimentally validated miRNA-target interactions with 360,000+ pairs, plus equal number of negative samples. Task: Binary Classification. Given a miRNA mature sequence and a target amino acid sequence, predict their likelihood of interaction. The miRNA is hsa-miR-668-5p with sequence UGCGCCUCGGGUGAGCAUG. The protein sequence of the target gene is MAHLGRLMVPLAALVLLLWAVPGAHGRRNNVRVLTDENWTSLLEGEWMIEFYAPWCPACQNLQPEWESFAEWGEDLEVKVAKVDVTEQTGLSGRFIITALPSIYHCKDGEFRRYVGPRTKKDFINFVSDKEWKNIEPISSWFGPSSVLMTMMSALFQLSVYIRTSHSYFVHDLGIPAWGSYLVFAFATVLSGLLLGLCMIFVADCLCPSKRRKPQQQYAKKTSPEFSQPLKKVEEEQEADEEDVSEEEAEDREGASKATSQSSIRQRCVGLPSATDTS. Result: 0 (no interaction).